Dataset: Reaction yield outcomes from USPTO patents with 853,638 reactions. Task: Predict the reaction yield, written as a fraction of the theoretical maximum amount of product (1.0 means a 100% yield; for example, 0.34 means a 34% yield). (1) The reactants are F[C:2]1[CH:3]=[C:4]([N+:8]([O-])=O)[CH:5]=[CH:6][CH:7]=1.[F:11][C:12]1[CH:17]=[CH:16][C:15]([OH:18])=[CH:14][CH:13]=1.C([O-])([O-])=O.[K+].[K+]. The catalyst is CNC. The product is [F:11][C:12]1[CH:17]=[CH:16][C:15]([O:18][C:2]2[CH:3]=[C:4]([NH2:8])[CH:5]=[CH:6][CH:7]=2)=[CH:14][CH:13]=1. The yield is 0.800. (2) The reactants are [CH3:1][N:2]([CH2:4][C:5]1[CH:17]=[CH:16][C:8]([C:9]([NH:11][CH2:12][CH2:13][NH:14][CH3:15])=[O:10])=[CH:7][C:6]=1[O:18][C:19]1[CH:20]=[N:21][CH:22]=[CH:23][CH:24]=1)[CH3:3].[CH2:25](OC1(O[Si](C)(C)C)CC1)[CH3:26].[CH3:36]C(O)=O.[BH3-]C#N.[Na+]. The catalyst is CO.C1COCC1. The product is [CH:15]1([N:14]([CH3:36])[CH2:13][CH2:12][NH:11][C:9](=[O:10])[C:8]2[CH:16]=[CH:17][C:5]([CH2:4][N:2]([CH3:3])[CH3:1])=[C:6]([O:18][C:19]3[CH:20]=[N:21][CH:22]=[CH:23][CH:24]=3)[CH:7]=2)[CH2:26][CH2:25]1. The yield is 0.380. (3) The reactants are [CH3:1][O:2][C:3]1[CH:4]=[C:5]2[C:10](=[CH:11][C:12]=1[O:13][CH3:14])[N:9]=[CH:8][N:7]=[C:6]2[O:15][C:16]1[CH:22]=[CH:21][C:19]([NH2:20])=[CH:18][CH:17]=1.C(N(CC)CC)C.Cl[C:31](Cl)([O:33]C(=O)OC(Cl)(Cl)Cl)Cl.[NH2:42][C:43]1[CH:47]=[C:46]([CH3:48])[O:45][N:44]=1. The catalyst is C(Cl)(Cl)Cl.O. The product is [CH3:1][O:2][C:3]1[CH:4]=[C:5]2[C:10](=[CH:11][C:12]=1[O:13][CH3:14])[N:9]=[CH:8][N:7]=[C:6]2[O:15][C:16]1[CH:22]=[CH:21][C:19]([NH:20][C:31]([NH:42][C:43]2[CH:47]=[C:46]([CH3:48])[O:45][N:44]=2)=[O:33])=[CH:18][CH:17]=1. The yield is 0.352. (4) The reactants are [NH:1]1[CH:5]=[N:4][C:3]([C:6]2[CH:7]=[C:8]3[C:12](=[CH:13][CH:14]=2)[N:11](C2CCCCO2)[N:10]=[C:9]3Br)=[N:2]1.BrC1[C:31]2[C:26](=[CH:27][CH:28]=[C:29]([C:32]([NH2:34])=[O:33])[CH:30]=2)N(C2CCCCO2)N=1.[CH3:41][O:42][CH:43](OC)N(C)C.NN.[C:51](O)(=O)C. The catalyst is O. The product is [NH:1]1[CH:5]=[N:4][C:3]([C:6]2[CH:7]=[C:8]3[C:12](=[CH:13][CH:14]=2)[NH:11][N:10]=[C:9]3[C:31]2[CH:30]=[C:29]([C:32]([NH:34][CH2:51][CH2:43][O:42][CH3:41])=[O:33])[CH:28]=[CH:27][CH:26]=2)=[N:2]1. The yield is 0.930. (5) The reactants are [Cl:1][C:2]1[CH:3]=[CH:4][C:5]2[N:11]([CH2:12][C:13]([CH3:17])([CH3:16])[CH2:14][OH:15])[C:10](=[O:18])[C@@H:9]([CH2:19][C:20]([NH:22][CH2:23][CH2:24][CH2:25][C:26]([OH:28])=[O:27])=[O:21])[O:8][C@H:7]([C:29]3[CH:34]=[CH:33][CH:32]=[C:31]([O:35][CH3:36])[C:30]=3[O:37][CH3:38])[C:6]=2[CH:39]=1.N1C=CC=CC=1.[C:46](OCC)(=[O:48])[CH3:47].C(Cl)(=O)C. The catalyst is O. The product is [C:46]([O:15][CH2:14][C:13]([CH3:16])([CH3:17])[CH2:12][N:11]1[C:5]2[CH:4]=[CH:3][C:2]([Cl:1])=[CH:39][C:6]=2[C@@H:7]([C:29]2[CH:34]=[CH:33][CH:32]=[C:31]([O:35][CH3:36])[C:30]=2[O:37][CH3:38])[O:8][C@H:9]([CH2:19][C:20]([NH:22][CH2:23][CH2:24][CH2:25][C:26]([OH:28])=[O:27])=[O:21])[C:10]1=[O:18])(=[O:48])[CH3:47]. The yield is 0.860. (6) The reactants are [CH2:1]([CH:3]([CH2:28][CH3:29])[CH:4]([NH:17][C:18]1[CH:27]=[CH:26][C:21]([C:22]([O:24]C)=[O:23])=[CH:20][CH:19]=1)[C:5]1[O:6][C:7]2[CH:14]=[CH:13][C:12]([O:15][CH3:16])=[CH:11][C:8]=2[C:9]=1[CH3:10])[CH3:2].O1CCCC1.[OH-].[Na+]. The catalyst is C(O)C. The product is [CH2:28]([CH:3]([CH2:1][CH3:2])[CH:4]([NH:17][C:18]1[CH:19]=[CH:20][C:21]([C:22]([OH:24])=[O:23])=[CH:26][CH:27]=1)[C:5]1[O:6][C:7]2[CH:14]=[CH:13][C:12]([O:15][CH3:16])=[CH:11][C:8]=2[C:9]=1[CH3:10])[CH3:29]. The yield is 0.830.